From a dataset of HIV replication inhibition screening data with 41,000+ compounds from the AIDS Antiviral Screen. Binary Classification. Given a drug SMILES string, predict its activity (active/inactive) in a high-throughput screening assay against a specified biological target. The drug is Cc1ccc(NC(=O)CC(=O)N2N=C(N(CCC#N)c3cccc(C)c3)CC2c2ccccc2)cc1. The result is 0 (inactive).